Dataset: Full USPTO retrosynthesis dataset with 1.9M reactions from patents (1976-2016). Task: Predict the reactants needed to synthesize the given product. (1) Given the product [CH3:4][C:2]([C:5]1[CH:6]=[CH:7][C:8]([CH2:11][N:12]2[C:17](=[O:18])[C:16]([C:19]([NH:21][CH2:22][C:23]([OH:25])=[O:24])=[O:20])=[C:15]([OH:27])[N:14]=[C:13]2[C:28]2([C:33]3[CH:34]=[CH:35][CH:36]=[CH:37][CH:38]=3)[CH2:32][CH2:31][CH2:30][CH2:29]2)=[CH:9][CH:10]=1)([CH3:1])[CH3:3], predict the reactants needed to synthesize it. The reactants are: [CH3:1][C:2]([C:5]1[CH:10]=[CH:9][C:8]([CH2:11][N:12]2[C:17](=[O:18])[C:16]([C:19]([NH:21][CH2:22][C:23]([O:25]C)=[O:24])=[O:20])=[C:15]([OH:27])[N:14]=[C:13]2[C:28]2([C:33]3[CH:38]=[CH:37][CH:36]=[CH:35][CH:34]=3)[CH2:32][CH2:31][CH2:30][CH2:29]2)=[CH:7][CH:6]=1)([CH3:4])[CH3:3].[OH-].[Na+].Cl. (2) Given the product [OH:1][CH2:2]/[CH:3]=[C:4](\[C:6]1[C:7]([O:20][CH2:24][CH2:25][CH3:26])=[CH:8][C:9]2[C:10]([CH3:19])([CH3:18])[CH2:11][CH2:12][C:13]([CH3:17])([CH3:16])[C:14]=2[CH:15]=1)/[CH3:5], predict the reactants needed to synthesize it. The reactants are: [OH:1][CH2:2][CH:3]=[C:4]([C:6]1[C:7]([OH:20])=[CH:8][C:9]2[C:10]([CH3:19])([CH3:18])[CH2:11][CH2:12][C:13]([CH3:17])([CH3:16])[C:14]=2[CH:15]=1)[CH3:5].[F-].[Cs+].I[CH2:24][CH2:25][CH3:26]. (3) Given the product [ClH:74].[CH2:50]([O:57][C:58](=[O:64])[C@H:59]([CH:61]([CH3:62])[CH3:63])[NH:60][CH2:2][C:3]1[CH:8]=[CH:7][C:6]([C:9]2[CH:14]=[CH:13][CH:12]=[CH:11][C:10]=2[C:15]2[N:19]([C:20]([C:33]3[CH:38]=[CH:37][CH:36]=[CH:35][CH:34]=3)([C:27]3[CH:32]=[CH:31][CH:30]=[CH:29][CH:28]=3)[C:21]3[CH:26]=[CH:25][CH:24]=[CH:23][CH:22]=3)[N:18]=[N:17][N:16]=2)=[CH:5][CH:4]=1)[C:51]1[CH:56]=[CH:55][CH:54]=[CH:53][CH:52]=1, predict the reactants needed to synthesize it. The reactants are: Br[CH2:2][C:3]1[CH:8]=[CH:7][C:6]([C:9]2[CH:14]=[CH:13][CH:12]=[CH:11][C:10]=2[C:15]2[N:19]([C:20]([C:33]3[CH:38]=[CH:37][CH:36]=[CH:35][CH:34]=3)([C:27]3[CH:32]=[CH:31][CH:30]=[CH:29][CH:28]=3)[C:21]3[CH:26]=[CH:25][CH:24]=[CH:23][CH:22]=3)[N:18]=[N:17][N:16]=2)=[CH:5][CH:4]=1.C1(C)C=CC(S(O)(=O)=O)=CC=1.[CH2:50]([O:57][C:58](=[O:64])[C@H:59]([CH:61]([CH3:63])[CH3:62])[NH2:60])[C:51]1[CH:56]=[CH:55][CH:54]=[CH:53][CH:52]=1.C(N(C(C)C)C(C)C)C.[ClH:74]. (4) Given the product [C:5]([C:15]1[CH:14]=[C:13]2[C:18](=[CH:17][CH:16]=1)[O:9][C@@H:10]([CH2:19][N:20]([CH2:31][CH2:32][CH2:33][CH2:34][N:35]1[C:39](=[O:40])[C:38]3[CH:41]=[CH:42][CH:43]=[CH:44][C:37]=3[S:36]1(=[O:46])=[O:45])[C:21](=[O:30])[O:22][CH2:23][C:24]1[CH:29]=[CH:28][CH:27]=[CH:26][CH:25]=1)[CH2:11][CH2:12]2)(=[O:7])[CH3:6], predict the reactants needed to synthesize it. The reactants are: [Cl-].[Al+3].[Cl-].[Cl-].[C:5](Cl)(=[O:7])[CH3:6].[O:9]1[C:18]2[C:13](=[CH:14][CH:15]=[CH:16][CH:17]=2)[CH2:12][CH2:11][C@@H:10]1[CH2:19][N:20]([CH2:31][CH2:32][CH2:33][CH2:34][N:35]1[C:39](=[O:40])[C:38]2[CH:41]=[CH:42][CH:43]=[CH:44][C:37]=2[S:36]1(=[O:46])=[O:45])[C:21](=[O:30])[O:22][CH2:23][C:24]1[CH:29]=[CH:28][CH:27]=[CH:26][CH:25]=1. (5) Given the product [F:1][C:2]1[CH:7]=[CH:6][C:5]([C:8]2[CH:9]=[CH:10][C:11]([C@@H:14]([N:16]3[CH2:21][CH2:20][C@:19]([CH2:22][CH2:23][NH:36][CH2:35][CH2:34][F:33])([C:25]4[CH:26]=[CH:27][C:28]([F:31])=[CH:29][CH:30]=4)[O:18][C:17]3=[O:32])[CH3:15])=[CH:12][CH:13]=2)=[CH:4][CH:3]=1, predict the reactants needed to synthesize it. The reactants are: [F:1][C:2]1[CH:7]=[CH:6][C:5]([C:8]2[CH:13]=[CH:12][C:11]([C@@H:14]([N:16]3[CH2:21][CH2:20][C@@:19]([C:25]4[CH:30]=[CH:29][C:28]([F:31])=[CH:27][CH:26]=4)([CH2:22][CH2:23]O)[O:18][C:17]3=[O:32])[CH3:15])=[CH:10][CH:9]=2)=[CH:4][CH:3]=1.[F:33][CH2:34][CH2:35][NH2:36]. (6) Given the product [N:28]1[C:37]2[C:32](=[CH:33][CH:34]=[CH:35][CH:36]=2)[C:31]([CH2:38][NH:39][C:40]2[CH:44]=[CH:43][S:42][C:41]=2[C:45]([NH:1][C:2]2[CH:10]=[C:9]3[C:5]([CH2:6][CH2:7][N:8]3[C:11]([O:13][C:14]([CH3:17])([CH3:16])[CH3:15])=[O:12])=[CH:4][CH:3]=2)=[O:46])=[CH:30][CH:29]=1, predict the reactants needed to synthesize it. The reactants are: [NH2:1][C:2]1[CH:10]=[C:9]2[C:5]([CH2:6][CH2:7][N:8]2[C:11]([O:13][C:14]([CH3:17])([CH3:16])[CH3:15])=[O:12])=[CH:4][CH:3]=1.CCN(C(C)C)C(C)C.Cl.[N:28]1[C:37]2[C:32](=[CH:33][CH:34]=[CH:35][CH:36]=2)[C:31]([CH2:38][NH:39][C:40]2[CH:44]=[CH:43][S:42][C:41]=2[C:45](O)=[O:46])=[CH:30][CH:29]=1.C(Cl)CCl.C1C=NC2N(O)N=NC=2C=1. (7) Given the product [CH3:36][O:37][CH2:38][C:39]1[CH:40]=[CH:41][C:42]([O:47][C:48]([F:49])([F:50])[F:51])=[C:43]([CH:44]=1)[CH2:45][NH:46][C:31]([NH:15][C:12]1[N:11]([C:16]2[CH:21]=[CH:20][CH:19]=[CH:18][CH:17]=2)[N:10]=[C:9]([C:6]2[CH:7]=[N:8][C:3]([O:2][CH3:1])=[CH:4][CH:5]=2)[C:13]=1[CH3:14])=[O:32], predict the reactants needed to synthesize it. The reactants are: [CH3:1][O:2][C:3]1[N:8]=[CH:7][C:6]([C:9]2[C:13]([CH3:14])=[C:12]([NH2:15])[N:11]([C:16]3[CH:21]=[CH:20][CH:19]=[CH:18][CH:17]=3)[N:10]=2)=[CH:5][CH:4]=1.C1(C2C=CC([CH2:31][O:32]C)=CC=2CN)CC1.[CH3:36][O:37][CH2:38][C:39]1[CH:40]=[CH:41][C:42]([O:47][C:48]([F:51])([F:50])[F:49])=[C:43]([CH2:45][NH2:46])[CH:44]=1.